Dataset: Peptide-MHC class II binding affinity with 134,281 pairs from IEDB. Task: Regression. Given a peptide amino acid sequence and an MHC pseudo amino acid sequence, predict their binding affinity value. This is MHC class II binding data. The peptide sequence is KGVERLAVMGDVAWD. The MHC is DRB1_0404 with pseudo-sequence DRB1_0404. The binding affinity (normalized) is 0.602.